From a dataset of Reaction yield outcomes from USPTO patents with 853,638 reactions. Predict the reaction yield, written as a fraction of the theoretical maximum amount of product (1.0 means a 100% yield; for example, 0.34 means a 34% yield). (1) The reactants are Br[CH2:2][C:3]([C:5]1[CH:10]=[CH:9][CH:8]=[CH:7][CH:6]=1)=O.[CH2:11]([O:13][C:14]1[CH:15]=[C:16]([CH:20]=[CH:21][C:22]=1[O:23][CH2:24][CH3:25])[C:17]([NH2:19])=[O:18])[CH3:12].C([O-])(O)=O.[Na+]. The catalyst is CN(C=O)C. The product is [CH2:11]([O:13][C:14]1[CH:15]=[C:16]([C:17]2[O:18][CH:2]=[C:3]([C:5]3[CH:10]=[CH:9][CH:8]=[CH:7][CH:6]=3)[N:19]=2)[CH:20]=[CH:21][C:22]=1[O:23][CH2:24][CH3:25])[CH3:12]. The yield is 0.170. (2) The reactants are [CH2:1]([C@H:8]([NH:33][C:34](=[O:46])[C@@H:35]([N:39]1[CH2:44][CH2:43][CH2:42][NH:41][C:40]1=[O:45])[CH:36]([CH3:38])[CH3:37])[CH2:9][C@H:10]([OH:32])[C@@H:11]([NH:19][C:20](=[O:31])[CH2:21][O:22][C:23]1[C:28]([CH3:29])=[CH:27][CH:26]=[CH:25][C:24]=1[CH3:30])[CH2:12][C:13]1[CH:18]=[CH:17][CH:16]=[CH:15][CH:14]=1)[C:2]1[CH:7]=[CH:6][CH:5]=[CH:4][CH:3]=1.C(N(CC)[P:50]([O:59][CH2:60][C:61]1[CH:66]=[CH:65][CH:64]=[CH:63][CH:62]=1)[O:51][CH2:52][C:53]1[CH:58]=[CH:57][CH:56]=[CH:55][CH:54]=1)C.N1C=NN=N1.ClC1C=CC=C(C(OO)=[O:82])C=1. The catalyst is C1COCC1.C(OCC)(=O)C.ClCCl. The product is [P:50]([O:32][C@H:10]([C@@H:11]([NH:19][C:20](=[O:31])[CH2:21][O:22][C:23]1[C:24]([CH3:30])=[CH:25][CH:26]=[CH:27][C:28]=1[CH3:29])[CH2:12][C:13]1[CH:14]=[CH:15][CH:16]=[CH:17][CH:18]=1)[CH2:9][C@@H:8]([NH:33][C:34](=[O:46])[C@@H:35]([N:39]1[CH2:44][CH2:43][CH2:42][NH:41][C:40]1=[O:45])[CH:36]([CH3:38])[CH3:37])[CH2:1][C:2]1[CH:7]=[CH:6][CH:5]=[CH:4][CH:3]=1)([O:51][CH2:52][C:53]1[CH:54]=[CH:55][CH:56]=[CH:57][CH:58]=1)([O:59][CH2:60][C:61]1[CH:62]=[CH:63][CH:64]=[CH:65][CH:66]=1)=[O:82]. The yield is 0.900. (3) The reactants are C(O[C:6](=[O:28])[NH:7][CH2:8][CH:9]([C:13]([N:15]1[CH2:19][CH:18]([Cl:20])[CH:17]2[O:21][CH2:22][C:23]([O:26][CH3:27])([O:24][CH3:25])[CH:16]12)=[O:14])[CH:10]([CH3:12])[CH3:11])(C)(C)C.C(Cl)(=O)C.Cl.N1C=CC=C1.Cl.[F:40][C:41]1[S:45][C:44]([N:46]2[CH2:51][CH2:50][N:49]([CH3:52])[CH2:48][CH2:47]2)=[N:43][C:42]=1[C:53]1[CH:61]=[CH:60][C:56](C(O)=O)=[CH:55][CH:54]=1.CN(C(ON1N=NC2C=CC=NC1=2)=[N+](C)C)C.F[P-](F)(F)(F)(F)F. The catalyst is CO. The product is [Cl:20][CH:18]1[CH2:19][N:15]([C:13]([CH:9]([CH:10]([CH3:11])[CH3:12])[CH2:8][NH:7][C:6](=[O:28])[C:56]2[CH:60]=[CH:61][C:53]([C:42]3[N:43]=[C:44]([N:46]4[CH2:47][CH2:48][N:49]([CH3:52])[CH2:50][CH2:51]4)[S:45][C:41]=3[F:40])=[CH:54][CH:55]=2)=[O:14])[CH:16]2[C:23]([O:24][CH3:25])([O:26][CH3:27])[CH2:22][O:21][CH:17]12. The yield is 0.850. (4) The reactants are [CH2:1]([N:8]1[CH:13]=[CH:12][CH:11]=[C:10]([C:14]([OH:16])=O)[C:9]1=[O:17])[C:2]1[CH:7]=[CH:6][CH:5]=[CH:4][CH:3]=1.[NH2:18][C:19]1[CH:34]=[CH:33][C:22]([O:23][C:24]2[CH:29]=[CH:28][N:27]=[C:26]([C:30]([NH2:32])=[O:31])[CH:25]=2)=[C:21]([F:35])[CH:20]=1.CN(C(ON1N=NC2C=CC=CC1=2)=[N+](C)C)C.[B-](F)(F)(F)F.CCN(C(C)C)C(C)C. The catalyst is CN(C=O)C. The product is [CH2:1]([N:8]1[CH:13]=[CH:12][CH:11]=[C:10]([C:14]([NH:18][C:19]2[CH:34]=[CH:33][C:22]([O:23][C:24]3[CH:29]=[CH:28][N:27]=[C:26]([C:30]([NH2:32])=[O:31])[CH:25]=3)=[C:21]([F:35])[CH:20]=2)=[O:16])[C:9]1=[O:17])[C:2]1[CH:3]=[CH:4][CH:5]=[CH:6][CH:7]=1. The yield is 0.670. (5) The product is [ClH:1].[Cl:1][C:2]1[CH:3]=[CH:4][C:5]([CH3:9])=[C:6]([NH:7][NH2:10])[CH:8]=1. The reactants are [Cl:1][C:2]1[CH:3]=[CH:4][C:5]([CH3:9])=[C:6]([CH:8]=1)[NH2:7].[N:10]([O-])=O.[Na+].O.O.[Sn](Cl)(Cl)(Cl)Cl. The yield is 0.760. The catalyst is O.Cl. (6) The reactants are [N+:1]([C:4]1[CH:5]=[C:6]([OH:10])[CH:7]=[CH:8][CH:9]=1)([O-:3])=[O:2].C(=O)([O-])[O-].[K+].[K+].Cl[CH2:18][C@H:19]1[CH2:23][O:22][C:21]([CH3:25])([CH3:24])[O:20]1. The catalyst is CN(C=O)C. The product is [CH3:24][C:21]1([CH3:25])[O:20][C@H:19]([CH2:18][O:10][C:6]2[CH:7]=[CH:8][CH:9]=[C:4]([N+:1]([O-:3])=[O:2])[CH:5]=2)[CH2:23][O:22]1. The yield is 0.520. (7) The reactants are [CH3:1][C:2]1[C:6]([CH2:7][C:8]2[CH:13]=[CH:12][CH:11]=[CH:10][C:9]=2[CH3:14])=[C:5]([NH2:15])[NH:4][N:3]=1.O=[C:17]([C:24]1[CH:29]=[CH:28][N:27]=[CH:26][CH:25]=1)[CH2:18][C:19]([O:21][CH2:22][CH3:23])=O.C(O)(=[O:32])C. No catalyst specified. The product is [C:22]([O:21][C:19]1[N:4]2[N:3]=[C:2]([CH3:1])[C:6]([CH2:7][C:8]3[CH:13]=[CH:12][CH:11]=[CH:10][C:9]=3[CH3:14])=[C:5]2[N:15]=[C:17]([C:24]2[CH:29]=[CH:28][N:27]=[CH:26][CH:25]=2)[CH:18]=1)(=[O:32])[CH3:23]. The yield is 0.690. (8) The reactants are F[C:2]1[CH:3]=[CH:4][C:5]([N+:15]([O-:17])=[O:16])=[C:6]([O:8][C:9]2[CH:13]=[C:12]([CH3:14])[NH:11][N:10]=2)[CH:7]=1.C(=O)([O-])O.[K+].[CH2:23]([OH:25])[CH3:24]. No catalyst specified. The product is [CH2:23]([O:25][C:2]1[CH:3]=[CH:4][C:5]([N+:15]([O-:17])=[O:16])=[C:6]([O:8][C:9]2[CH:13]=[C:12]([CH3:14])[NH:11][N:10]=2)[CH:7]=1)[CH3:24]. The yield is 0.598.